This data is from Reaction yield outcomes from USPTO patents with 853,638 reactions. The task is: Predict the reaction yield, written as a fraction of the theoretical maximum amount of product (1.0 means a 100% yield; for example, 0.34 means a 34% yield). (1) No catalyst specified. The product is [Cl:27][C:2]1[C:11]2[C:10](=[O:12])[N:9]([CH2:13][C:14]3[CH:19]=[CH:18][C:17]([O:20][CH3:21])=[CH:16][CH:15]=3)[CH:8]=[N:7][C:6]=2[N:5]([CH3:22])[C:4](=[O:23])[C:3]=1[CH3:24]. The reactants are O[C:2]1[C:11]2[C:10](=[O:12])[N:9]([CH2:13][C:14]3[CH:19]=[CH:18][C:17]([O:20][CH3:21])=[CH:16][CH:15]=3)[CH:8]=[N:7][C:6]=2[N:5]([CH3:22])[C:4](=[O:23])[C:3]=1[CH3:24].P(Cl)(Cl)([Cl:27])=O. The yield is 0.890. (2) The reactants are Br[C:2]1[C:3]([C:16]2[CH:21]=[CH:20][CH:19]=[CH:18][CH:17]=2)=[N:4][C:5]2[C:10]([N:11]=1)=[CH:9][C:8]([C:12]([O:14]C)=[O:13])=[CH:7][CH:6]=2.[N:22]1[CH:27]=[CH:26][C:25](B(O)O)=[CH:24][CH:23]=1. No catalyst specified. The product is [C:16]1([C:3]2[C:2]([C:25]3[CH:26]=[CH:27][N:22]=[CH:23][CH:24]=3)=[N:11][C:10]3[C:5](=[CH:6][CH:7]=[C:8]([C:12]([OH:14])=[O:13])[CH:9]=3)[N:4]=2)[CH:21]=[CH:20][CH:19]=[CH:18][CH:17]=1. The yield is 0.300. (3) The yield is 0.610. The catalyst is CS(C)=O.O. The product is [Cl:25][C:19]1[S:18][C:3]([CH2:2][C:1]([O:9][CH2:10][CH3:13])=[O:8])=[C:21]([N+:22]([O-:24])=[O:23])[CH:20]=1. The reactants are [C:1]([O:9][C:10]([CH3:13])(C)C)(=[O:8])[CH2:2][C:3](OCC)=O.[H-].[Na+].ClC1[S:18][C:19]([Cl:25])=[CH:20][C:21]=1[N+:22]([O-:24])=[O:23].Cl. (4) The reactants are [CH:1]1([CH2:7][N:8]2[C:12]([C:13]3[CH:18]=[C:17]([C:19]([CH3:22])([CH3:21])[CH3:20])[CH:16]=[C:15]([C:23]([CH3:26])([CH3:25])[CH3:24])[CH:14]=3)=[CH:11][C:10]([C:27]([NH2:29])=[O:28])=[C:9]2[CH3:30])[CH2:6][CH2:5][CH2:4][CH2:3][CH2:2]1.Cl[CH2:32][CH2:33][CH2:34][CH2:35][O:36][CH3:37].[H-].[Na+]. The catalyst is CN(C=O)C. The product is [CH:1]1([CH2:7][N:8]2[C:12]([C:13]3[CH:18]=[C:17]([C:19]([CH3:21])([CH3:22])[CH3:20])[CH:16]=[C:15]([C:23]([CH3:24])([CH3:26])[CH3:25])[CH:14]=3)=[CH:11][C:10]([C:27]([NH:29][CH2:32][CH2:33][CH2:34][CH2:35][O:36][CH3:37])=[O:28])=[C:9]2[CH3:30])[CH2:2][CH2:3][CH2:4][CH2:5][CH2:6]1. The yield is 0.160. (5) The reactants are [H-].[Na+].[CH2:3]([NH:9][C:10]1[CH:15]=[CH:14][C:13]([C:16]2[CH:21]=[CH:20][C:19]([NH:22][C:23]([C:25]3[CH:30]=[C:29]([N+:31]([O-:33])=[O:32])[CH:28]=[CH:27][C:26]=3[Cl:34])=[O:24])=[CH:18][CH:17]=2)=[CH:12][CH:11]=1)[CH2:4][CH2:5][CH2:6][CH2:7][CH3:8].CI.[C:37](=O)(O)[O-].[Na+]. The catalyst is CN(C=O)C.O. The product is [CH2:3]([N:9]([C:10]1[CH:11]=[CH:12][C:13]([C:16]2[CH:21]=[CH:20][C:19]([NH:22][C:23]([C:25]3[CH:30]=[C:29]([N+:31]([O-:33])=[O:32])[CH:28]=[CH:27][C:26]=3[Cl:34])=[O:24])=[CH:18][CH:17]=2)=[CH:14][CH:15]=1)[CH3:37])[CH2:4][CH2:5][CH2:6][CH2:7][CH3:8]. The yield is 0.900. (6) The reactants are C(OC([N:8]1[CH2:13][CH2:12][C:11]([C:15]2[CH:20]=[CH:19][C:18]([Cl:21])=[CH:17][CH:16]=2)([OH:14])[C:10]([CH3:23])([CH3:22])[CH2:9]1)=O)(C)(C)C.FC(F)(F)C(O)=O. The catalyst is C(Cl)Cl. The product is [Cl:21][C:18]1[CH:19]=[CH:20][C:15]([C:11]2([OH:14])[CH2:12][CH2:13][NH:8][CH2:9][C:10]2([CH3:22])[CH3:23])=[CH:16][CH:17]=1. The yield is 0.930.